From a dataset of NCI-60 drug combinations with 297,098 pairs across 59 cell lines. Regression. Given two drug SMILES strings and cell line genomic features, predict the synergy score measuring deviation from expected non-interaction effect. Drug 1: C1=NC2=C(N=C(N=C2N1C3C(C(C(O3)CO)O)O)F)N. Drug 2: CS(=O)(=O)OCCCCOS(=O)(=O)C. Cell line: SNB-75. Synergy scores: CSS=4.23, Synergy_ZIP=2.90, Synergy_Bliss=7.09, Synergy_Loewe=5.24, Synergy_HSA=3.93.